Dataset: Catalyst prediction with 721,799 reactions and 888 catalyst types from USPTO. Task: Predict which catalyst facilitates the given reaction. Reactant: [C:1]([C:4]1[C:5]([OH:14])=[C:6]([C:9]([CH3:13])=[C:10]([Cl:12])[CH:11]=1)[C:7]#[N:8])(=[O:3])[CH3:2].C(N(CC)CC)C.[F:22][C:23]([F:36])([F:35])[S:24](O[S:24]([C:23]([F:36])([F:35])[F:22])(=[O:26])=[O:25])(=[O:26])=[O:25]. Product: [F:22][C:23]([F:36])([F:35])[S:24]([O:14][C:5]1[C:4]([C:1](=[O:3])[CH3:2])=[CH:11][C:10]([Cl:12])=[C:9]([CH3:13])[C:6]=1[C:7]#[N:8])(=[O:26])=[O:25]. The catalyst class is: 2.